Dataset: Forward reaction prediction with 1.9M reactions from USPTO patents (1976-2016). Task: Predict the product of the given reaction. (1) Given the reactants [CH3:1][N:2]1[C@@H:19]2[CH2:20][C:7]3[CH:8]=[CH:9][C:10]([O:21][CH3:22])=[C:11]4[O:12][C@H:13]5[C:14]([CH2:16][CH2:17][C@@H:18]2[C@:5]5([C:6]=34)[CH2:4][CH2:3]1)=[O:15].C(O)(C(O)=O)C(O)C(O)=O.[OH-].[Na+], predict the reaction product. The product is: [CH3:1][N:2]1[C@@H:19]2[CH2:20][C:7]3[CH:8]=[CH:9][C:10]([O:21][CH3:22])=[C:11]4[O:12][C@H:13]5[C:14]([CH2:16][CH2:17][C@@H:18]2[C@:5]5([C:6]=34)[CH2:4][CH2:3]1)=[O:15]. (2) The product is: [Br:14][C:11]1[S:10][CH:9]=[C:8]([C:5]2[CH:6]=[CH:7][C:2]([F:1])=[CH:3][CH:4]=2)[N:12]=1. Given the reactants [F:1][C:2]1[CH:7]=[CH:6][C:5]([C:8](=O)[CH2:9][S:10][C:11]#[N:12])=[CH:4][CH:3]=1.[BrH:14].C(O)(=O)C.O, predict the reaction product. (3) Given the reactants C1C2C(C[O:15][C:16]([N:18]([CH2:31][C:32]3[N:36]([CH3:37])[C:35]4[CH:38]=[CH:39][CH:40]=[CH:41][C:34]=4[N:33]=3)[CH2:19][CH2:20][NH:21][C@@H:22]([C:27]([CH3:30])([CH3:29])[CH3:28])[C:23]([O:25][CH3:26])=[O:24])=O)C3C(=CC=CC=3)C=2C=CC=1.C(NCC)C.[N+](C1C=CC(OC(=O)OC2C=CC([N+]([O-])=O)=CC=2)=CC=1)([O-])=O, predict the reaction product. The product is: [CH3:30][C:27]([CH3:29])([CH3:28])[C@H:22]([N:21]1[CH2:20][CH2:19][N:18]([CH2:31][C:32]2[N:36]([CH3:37])[C:35]3[CH:38]=[CH:39][CH:40]=[CH:41][C:34]=3[N:33]=2)[C:16]1=[O:15])[C:23]([O:25][CH3:26])=[O:24]. (4) Given the reactants N1[C:11]2[C:6](=[CH:7][CH:8]=[CH:9][CH:10]=2)[C:4](=[O:5])C1=O.S(=O)(=O)(O)[OH:13].OC1C=CC(NCC(O)=O)=CC=1.O=O, predict the reaction product. The product is: [OH:13][C:9]1[CH:10]=[CH:11][C:6]([CH:4]=[O:5])=[CH:7][CH:8]=1. (5) Given the reactants [CH3:1][NH:2][C:3]([C:5]1[C:10](=[O:11])[C:9]([C:12]2[CH:17]=[CH:16][CH:15]=[C:14]([CH2:18]O)[CH:13]=2)=[C:8]([CH3:20])[N:7]([CH:21]([C:23]2[CH:28]=[CH:27][C:26]([C:29]#[N:30])=[CH:25][CH:24]=2)[CH3:22])[CH:6]=1)=[O:4].COCCN(S(F)(F)[F:41])CCOC, predict the reaction product. The product is: [CH3:1][NH:2][C:3]([C:5]1[C:10](=[O:11])[C:9]([C:12]2[CH:17]=[CH:16][CH:15]=[C:14]([CH2:18][F:41])[CH:13]=2)=[C:8]([CH3:20])[N:7]([CH:21]([C:23]2[CH:28]=[CH:27][C:26]([C:29]#[N:30])=[CH:25][CH:24]=2)[CH3:22])[CH:6]=1)=[O:4]. (6) Given the reactants C(NC(C)C)(C)C.C([Li])CCC.[Cl:13][C:14]1[CH:19]=[C:18]([Cl:20])[N:17]=[C:16]([S:21][CH3:22])[N:15]=1.[C:23](Cl)(=[O:27])[O:24][CH2:25][CH3:26], predict the reaction product. The product is: [Cl:13][C:14]1[C:19]([C:23]([O:24][CH2:25][CH3:26])=[O:27])=[C:18]([Cl:20])[N:17]=[C:16]([S:21][CH3:22])[N:15]=1.